This data is from Catalyst prediction with 721,799 reactions and 888 catalyst types from USPTO. The task is: Predict which catalyst facilitates the given reaction. (1) Reactant: [C:1]1([C:7]2[N:8]([CH2:12][CH2:13][N:14]3C(=O)C4C(=CC=CC=4)C3=O)[CH:9]=[CH:10][N:11]=2)[CH:6]=[CH:5][CH:4]=[CH:3][CH:2]=1.O.NN. Product: [C:1]1([C:7]2[N:8]([CH2:12][CH2:13][NH2:14])[CH:9]=[CH:10][N:11]=2)[CH:2]=[CH:3][CH:4]=[CH:5][CH:6]=1. The catalyst class is: 8. (2) Reactant: [CH3:1][N:2]1[CH2:7][CH2:6][N:5]([CH2:8][CH2:9][O:10][C:11]2[CH:16]=[CH:15][N:14]3[C:17]([C:20]([O-:22])=O)=[CH:18][N:19]=[C:13]3[CH:12]=2)[CH2:4][CH2:3]1.[Li+].C(Cl)(=O)C(Cl)=O.[CH2:30]([N:37]1[C:45]2[CH:44]=[CH:43][CH:42]=[C:41]([NH2:46])[C:40]=2[CH:39]=[N:38]1)[C:31]1[CH:36]=[CH:35][CH:34]=[CH:33][CH:32]=1.CCN(C(C)C)C(C)C. Product: [CH2:30]([N:37]1[C:45]2[C:40](=[C:41]([NH:46][C:20]([C:17]3[N:14]4[CH:15]=[CH:16][C:11]([O:10][CH2:9][CH2:8][N:5]5[CH2:6][CH2:7][N:2]([CH3:1])[CH2:3][CH2:4]5)=[CH:12][C:13]4=[N:19][CH:18]=3)=[O:22])[CH:42]=[CH:43][CH:44]=2)[CH:39]=[N:38]1)[C:31]1[CH:32]=[CH:33][CH:34]=[CH:35][CH:36]=1. The catalyst class is: 59. (3) Reactant: Br[CH2:2][C@@H:3]([NH:5][C:6]1[CH:25]=[CH:24][C:23]([C:26]#[N:27])=[CH:22][C:7]=1[C:8]([NH:10][CH2:11][C:12]1[CH:17]=[CH:16][C:15]([O:18][CH3:19])=[C:14]([O:20][CH3:21])[CH:13]=1)=[O:9])[CH3:4].[Na+].[C:29]1([S:35]([O-:37])=[O:36])[CH:34]=[CH:33][CH:32]=[CH:31][CH:30]=1. Product: [C:26]([C:23]1[CH:24]=[CH:25][C:6]([NH:5][C@@H:3]([CH3:4])[CH2:2][S:35]([C:29]2[CH:34]=[CH:33][CH:32]=[CH:31][CH:30]=2)(=[O:37])=[O:36])=[C:7]([CH:22]=1)[C:8]([NH:10][CH2:11][C:12]1[CH:17]=[CH:16][C:15]([O:18][CH3:19])=[C:14]([O:20][CH3:21])[CH:13]=1)=[O:9])#[N:27]. The catalyst class is: 148.